From a dataset of Reaction yield outcomes from USPTO patents with 853,638 reactions. Predict the reaction yield, written as a fraction of the theoretical maximum amount of product (1.0 means a 100% yield; for example, 0.34 means a 34% yield). (1) The reactants are [C:1]1([C:7]([CH:9]=O)=O)[CH:6]=[CH:5][CH:4]=[CH:3][CH:2]=1.[C:11]([O:15][C:16](=[O:42])[NH:17][C:18]1[CH:19]=[N:20][CH:21]=[C:22]([C:25]2[CH:26]=[C:27]3[C:31](=[CH:32][CH:33]=2)[N:30]([CH:34]2[CH2:39][CH2:38][CH2:37][CH2:36][O:35]2)[N:29]=[C:28]3[CH:40]=O)[C:23]=1[CH3:24])([CH3:14])([CH3:13])[CH3:12].C(=O)([O-])[O-].[NH4+:47].[NH4+:48]. No catalyst specified. The product is [C:11]([O:15][C:16](=[O:42])[NH:17][C:18]1[CH:19]=[N:20][CH:21]=[C:22]([C:25]2[CH:26]=[C:27]3[C:31](=[CH:32][CH:33]=2)[N:30]([CH:34]2[CH2:39][CH2:38][CH2:37][CH2:36][O:35]2)[N:29]=[C:28]3[C:40]2[NH:47][CH:9]=[C:7]([C:1]3[CH:2]=[CH:3][CH:4]=[CH:5][CH:6]=3)[N:48]=2)[C:23]=1[CH3:24])([CH3:14])([CH3:12])[CH3:13]. The yield is 0.270. (2) The reactants are FC(F)(F)C(O)=O.[NH2:8][C@H:9]([CH3:18])[C:10]([N:12]1[CH2:15][CH:14]([C:16]#[N:17])[CH2:13]1)=[O:11].[Cl:19][C:20]1[CH:28]=[C:27]2[C:23]([C:24]([C:30]3[N:31]=[C:32]4[C:38]([C:39](O)=[O:40])=[CH:37][N:36]([CH2:42][O:43][CH2:44][CH2:45][Si:46]([CH3:49])([CH3:48])[CH3:47])[C:33]4=[N:34][CH:35]=3)=[N:25][N:26]2[CH3:29])=[C:22]([F:50])[CH:21]=1.F[B-](F)(F)F.N1(OC(N(C)C)=[N+](C)C)C2C=CC=CC=2N=N1.C(N(CC)C(C)C)(C)C. The catalyst is C(#N)C.C(OCC)(=O)C.O. The product is [C:16]([CH:14]1[CH2:13][N:12]([C:10](=[O:11])[C@H:9]([NH:8][C:39]([C:38]2[C:32]3[C:33](=[N:34][CH:35]=[C:30]([C:24]4[C:23]5[C:27](=[CH:28][C:20]([Cl:19])=[CH:21][C:22]=5[F:50])[N:26]([CH3:29])[N:25]=4)[N:31]=3)[N:36]([CH2:42][O:43][CH2:44][CH2:45][Si:46]([CH3:49])([CH3:48])[CH3:47])[CH:37]=2)=[O:40])[CH3:18])[CH2:15]1)#[N:17]. The yield is 0.820. (3) The reactants are [C:1]1([CH:7]2[CH2:9][CH:8]2[C:10](Cl)=[O:11])[CH:6]=[CH:5][CH:4]=[CH:3][CH:2]=1.[CH2:13]([NH:20][C:21]([C:23]1[S:27][C:26]([NH2:28])=[N:25][C:24]=1[CH3:29])=[O:22])[C:14]1[CH:19]=[CH:18][CH:17]=[CH:16][CH:15]=1. No catalyst specified. The product is [CH2:13]([NH:20][C:21]([C:23]1[S:27][C:26]([NH:28][C:10]([CH:8]2[CH2:9][CH:7]2[C:1]2[CH:6]=[CH:5][CH:4]=[CH:3][CH:2]=2)=[O:11])=[N:25][C:24]=1[CH3:29])=[O:22])[C:14]1[CH:19]=[CH:18][CH:17]=[CH:16][CH:15]=1. The yield is 0.730. (4) The reactants are [F:1][C:2]([F:14])([F:13])[C:3]1[CH:8]=[CH:7][C:6]([CH2:9][C:10]([OH:12])=O)=[CH:5][CH:4]=1.C(N1C=CN=C1)(N1C=CN=C1)=O.Cl.[NH2:28][CH2:29][C:30]1[CH:39]=[CH:38][CH:37]=[C:36]2[C:31]=1[C:32](=[O:49])[N:33]([CH:41]1[CH2:46][CH2:45][C:44](=[O:47])[NH:43][C:42]1=[O:48])[C:34]([CH3:40])=[N:35]2. The catalyst is CN(C=O)C. The product is [O:48]=[C:42]1[CH:41]([N:33]2[C:32](=[O:49])[C:31]3[C:36](=[CH:37][CH:38]=[CH:39][C:30]=3[CH2:29][NH:28][C:10](=[O:12])[CH2:9][C:6]3[CH:5]=[CH:4][C:3]([C:2]([F:1])([F:14])[F:13])=[CH:8][CH:7]=3)[N:35]=[C:34]2[CH3:40])[CH2:46][CH2:45][C:44](=[O:47])[NH:43]1. The yield is 0.740. (5) The reactants are [OH:1][CH2:2][C:3]1[CH:11]=[CH:10][CH:9]=[C:8]2[C:4]=1[CH:5]([S:13][CH3:14])[C:6](=[O:12])[NH:7]2.[Si:15](Cl)([C:18]([CH3:21])([CH3:20])[CH3:19])([CH3:17])[CH3:16].N1C=CN=C1. The catalyst is CN(C=O)C.CCCCCC.CCOC(C)=O. The product is [CH3:14][S:13][CH:5]1[C:4]2[C:8](=[CH:9][CH:10]=[CH:11][C:3]=2[CH2:2][O:1][Si:15]([C:18]([CH3:21])([CH3:20])[CH3:19])([CH3:17])[CH3:16])[NH:7][C:6]1=[O:12]. The yield is 0.950. (6) The reactants are Br[C:2]1[CH:3]=[CH:4][C:5]([F:21])=[C:6]([C@:8]2([CH2:19][F:20])[C@H:14]3[C@:12]([CH2:15][O:16][CH3:17])([CH2:13]3)[S:11][C:10]([NH2:18])=[N:9]2)[CH:7]=1.[N-:22]=[N+]=[N-].[Na+].O=C1O[C@H]([C@H](CO)O)C([O-])=C1O.[Na+].CN[C@@H]1CCCC[C@H]1NC.CP(C)C. The catalyst is CCO.CC(O)C.[Cu]I.O. The product is [NH2:22][C:2]1[CH:3]=[CH:4][C:5]([F:21])=[C:6]([C@:8]2([CH2:19][F:20])[C@H:14]3[C@:12]([CH2:15][O:16][CH3:17])([CH2:13]3)[S:11][C:10]([NH2:18])=[N:9]2)[CH:7]=1. The yield is 0.745.